From a dataset of Reaction yield outcomes from USPTO patents with 853,638 reactions. Predict the reaction yield, written as a fraction of the theoretical maximum amount of product (1.0 means a 100% yield; for example, 0.34 means a 34% yield). (1) The reactants are [CH2:1]([N:8]1[CH2:13][CH2:12][CH:11]([CH3:14])[C:10](=O)[CH2:9]1)[C:2]1[CH:7]=[CH:6][CH:5]=[CH:4][CH:3]=1.[CH3:16][NH2:17].C(O)(=O)C. The catalyst is C1COCC1. The product is [CH2:1]([N:8]1[CH2:13][CH2:12][CH:11]([CH3:14])[CH:10]([NH:17][CH3:16])[CH2:9]1)[C:2]1[CH:7]=[CH:6][CH:5]=[CH:4][CH:3]=1. The yield is 0.877. (2) The product is [Br:1][C:2]1[CH:7]=[CH:6][C:5]([CH2:8][N:18]2[CH2:23][CH2:22][CH2:21][CH2:20][CH2:19]2)=[C:4]([O:10][CH3:11])[CH:3]=1. The catalyst is C(#N)C. The yield is 0.960. The reactants are [Br:1][C:2]1[CH:7]=[CH:6][C:5]([CH2:8]Cl)=[C:4]([O:10][CH3:11])[CH:3]=1.C(=O)([O-])[O-].[K+].[K+].[NH:18]1[CH2:23][CH2:22][CH2:21][CH2:20][CH2:19]1. (3) The catalyst is C1C=CC([P]([Pd]([P](C2C=CC=CC=2)(C2C=CC=CC=2)C2C=CC=CC=2)([P](C2C=CC=CC=2)(C2C=CC=CC=2)C2C=CC=CC=2)[P](C2C=CC=CC=2)(C2C=CC=CC=2)C2C=CC=CC=2)(C2C=CC=CC=2)C2C=CC=CC=2)=CC=1.C(O)C. The product is [CH2:1]([CH:8]1[NH:13][CH2:12][CH2:11][N:10]([CH2:14][C:15]2[CH:20]=[CH:19][C:18]([C:27]3[CH:28]=[C:23]([Cl:22])[CH:24]=[CH:25][C:26]=3[Cl:29])=[CH:17][CH:16]=2)[CH2:9]1)[C:2]1[CH:7]=[CH:6][CH:5]=[CH:4][CH:3]=1. The yield is 0.590. The reactants are [CH2:1]([C@@H:8]1[NH:13][CH2:12][CH2:11][N:10]([CH2:14][C:15]2[CH:20]=[CH:19][C:18](Br)=[CH:17][CH:16]=2)[CH2:9]1)[C:2]1[CH:7]=[CH:6][CH:5]=[CH:4][CH:3]=1.[Cl:22][C:23]1[CH:28]=[CH:27][C:26]([Cl:29])=[CH:25][C:24]=1B(O)O.C(=O)([O-])[O-].[Na+].[Na+].C1(C)C=CC=CC=1. (4) The reactants are C[O:2][C:3](=O)[CH2:4][C:5]([NH:7][C:8]1[CH:13]=[CH:12][C:11]([CH:14]=[CH:15][C:16]2[CH:21]=[CH:20][CH:19]=[C:18]([F:22])[CH:17]=2)=[CH:10][CH:9]=1)=[O:6].[NH3:24]. The catalyst is CO. The product is [F:22][C:18]1[CH:17]=[C:16]([CH:15]=[CH:14][C:11]2[CH:12]=[CH:13][C:8]([NH:7][C:5](=[O:6])[CH2:4][C:3]([NH2:24])=[O:2])=[CH:9][CH:10]=2)[CH:21]=[CH:20][CH:19]=1. The yield is 0.680. (5) The reactants are [NH2:1][C:2]1[CH:3]=[CH:4][C:5]([S:10]([CH:13]([CH3:15])[CH3:14])(=[O:12])=[O:11])=[C:6]([CH:9]=1)[C:7]#[N:8].Cl[C:17]([O:19][CH3:20])=[O:18]. The catalyst is N1C=CC=CC=1. The product is [C:7]([C:6]1[CH:9]=[C:2]([NH:1][C:17](=[O:18])[O:19][CH3:20])[CH:3]=[CH:4][C:5]=1[S:10]([CH:13]([CH3:15])[CH3:14])(=[O:12])=[O:11])#[N:8]. The yield is 1.00. (6) The reactants are [N+:1]([C:4]1[CH:5]=[C:6]([C:13]([N:15]2[CH2:20][CH2:19][N:18]([CH2:21][CH3:22])[CH2:17][CH2:16]2)=O)[CH:7]=[CH:8][C:9]=1[N+:10]([O-:12])=[O:11])([O-:3])=[O:2].[BH4-].[Na+].B(F)(F)F.CCOCC. The catalyst is C1COCC1. The product is [N+:1]([C:4]1[CH:5]=[C:6]([CH:7]=[CH:8][C:9]=1[N+:10]([O-:12])=[O:11])[CH2:13][N:15]1[CH2:20][CH2:19][N:18]([CH2:21][CH3:22])[CH2:17][CH2:16]1)([O-:3])=[O:2]. The yield is 0.652.